The task is: Predict the product of the given reaction.. This data is from Forward reaction prediction with 1.9M reactions from USPTO patents (1976-2016). (1) Given the reactants [C:1]([O:5][C:6]([NH:8][C@@H:9]1[CH2:13][CH2:12][C@@H:11]([C:14]([OH:16])=O)[CH2:10]1)=[O:7])([CH3:4])([CH3:3])[CH3:2].[NH:17]([C:19]1[N:20]=[C:21]2[CH:27]=[CH:26][N:25]([S:28]([C:31]3[CH:37]=[CH:36][C:34]([CH3:35])=[CH:33][CH:32]=3)(=[O:30])=[O:29])[C:22]2=[N:23][CH:24]=1)[NH2:18].CN(C(ON1N=NC2C=CC=NC1=2)=[N+](C)C)C.F[P-](F)(F)(F)(F)F, predict the reaction product. The product is: [S:28]([N:25]1[C:22]2=[N:23][CH:24]=[C:19]([NH:17][NH:18][C:14]([C@@H:11]3[CH2:12][CH2:13][C@@H:9]([NH:8][C:6](=[O:7])[O:5][C:1]([CH3:2])([CH3:3])[CH3:4])[CH2:10]3)=[O:16])[N:20]=[C:21]2[CH:27]=[CH:26]1)([C:31]1[CH:32]=[CH:33][C:34]([CH3:35])=[CH:36][CH:37]=1)(=[O:29])=[O:30]. (2) Given the reactants [N:1]1([C:7]2[CH:12]=[CH:11][C:10]([N:13]3[CH:18]=[CH:17][C:16]4[O:19][CH:20]=[CH:21][C:15]=4[C:14]3=[O:22])=[CH:9][CH:8]=2)[CH2:6][CH2:5][NH:4][CH2:3][CH2:2]1.CC1C=CC(S(O[CH2:34][CH2:35][CH2:36][CH2:37][C:38]2[C:46]3[C:41](=[CH:42][CH:43]=[C:44]([C:47]#[N:48])[CH:45]=3)[NH:40][CH:39]=2)(=O)=O)=CC=1.C(=O)([O-])[O-].[K+].[K+].[I-].[K+], predict the reaction product. The product is: [O:22]=[C:14]1[C:15]2[CH:21]=[CH:20][O:19][C:16]=2[CH:17]=[CH:18][N:13]1[C:10]1[CH:11]=[CH:12][C:7]([N:1]2[CH2:6][CH2:5][N:4]([CH2:34][CH2:35][CH2:36][CH2:37][C:38]3[C:46]4[C:41](=[CH:42][CH:43]=[C:44]([C:47]#[N:48])[CH:45]=4)[NH:40][CH:39]=3)[CH2:3][CH2:2]2)=[CH:8][CH:9]=1. (3) Given the reactants C[O:2][C:3]1[CH:29]=[CH:28][CH:27]=[CH:26][C:4]=1[CH2:5][C:6]1[C:10]2[C:11](=[O:25])[N:12]([C:19]3[CH:24]=[CH:23][CH:22]=[CH:21][CH:20]=3)[C:13]3[N:14]=[CH:15][CH:16]=[CH:17][C:18]=3[C:9]=2[NH:8][N:7]=1.Br.O, predict the reaction product. The product is: [OH:2][C:3]1[CH:29]=[CH:28][CH:27]=[CH:26][C:4]=1[CH2:5][C:6]1[C:10]2[C:11](=[O:25])[N:12]([C:19]3[CH:24]=[CH:23][CH:22]=[CH:21][CH:20]=3)[C:13]3[N:14]=[CH:15][CH:16]=[CH:17][C:18]=3[C:9]=2[NH:8][N:7]=1. (4) Given the reactants [CH2:1]([N:6]1[C:14]2[N:13]=[C:12]([C:15]([F:18])([F:17])[F:16])[NH:11][C:10]=2[C:9](=[O:19])[NH:8]/[C:7]/1=[N:20]\[NH2:21])[CH2:2][CH2:3][CH2:4][CH3:5].[C:22](OCC)(OCC)(OCC)[CH3:23], predict the reaction product. The product is: [CH3:22][C:23]1[N:8]2[C:9](=[O:19])[C:10]3[NH:11][C:12]([C:15]([F:16])([F:18])[F:17])=[N:13][C:14]=3[N:6]([CH2:1][CH2:2][CH2:3][CH2:4][CH3:5])[C:7]2=[N:20][N:21]=1. (5) Given the reactants [H-].[Na+].[Cl:3][C:4]1[CH:11]=[CH:10][C:7]([CH2:8][OH:9])=[CH:6][CH:5]=1.F[C:13]1[CH:18]=[CH:17][C:16]([S:19]([C:22]2[C:33]([O:34][CH3:35])=[CH:32][C:25]3[CH2:26][CH2:27][N:28]([CH3:31])[CH2:29][CH2:30][C:24]=3[CH:23]=2)(=[O:21])=[O:20])=[CH:15][CH:14]=1.Cl, predict the reaction product. The product is: [ClH:3].[Cl:3][C:4]1[CH:11]=[CH:10][C:7]([CH2:8][O:9][C:13]2[CH:18]=[CH:17][C:16]([S:19]([C:22]3[C:33]([O:34][CH3:35])=[CH:32][C:25]4[CH2:26][CH2:27][N:28]([CH3:31])[CH2:29][CH2:30][C:24]=4[CH:23]=3)(=[O:21])=[O:20])=[CH:15][CH:14]=2)=[CH:6][CH:5]=1. (6) The product is: [C:1]([O:5][C:6]([N:8]([CH3:27])[C:9]1[S:10][C:11]([C:20]([O:22][CH2:23][CH3:24])=[O:21])=[C:12]([CH2:14][C:15]([O:17][CH2:18][CH3:19])=[O:16])[N:13]=1)=[O:7])([CH3:4])([CH3:2])[CH3:3]. Given the reactants [C:1]([O:5][C:6]([NH:8][C:9]1[S:10][C:11]([C:20]([O:22][CH2:23][CH3:24])=[O:21])=[C:12]([CH2:14][C:15]([O:17][CH2:18][CH3:19])=[O:16])[N:13]=1)=[O:7])([CH3:4])([CH3:3])[CH3:2].CI.[C:27]([O-])([O-])=O.[K+].[K+], predict the reaction product. (7) Given the reactants [F:1][C:2]1[CH:3]=[C:4]2[C:9](=[CH:10][CH:11]=1)[N:8]=[CH:7][CH:6]=[C:5]2[C:12]([OH:14])=O.ClC(N(C)C)=C(C)C.FC(F)(F)C(O)=O.[NH2:30][CH2:31][C:32]([N:34]1[CH2:38][CH2:37][CH2:36][C@H:35]1[C:39]#[N:40])=[O:33].C(N(CC)CC)C, predict the reaction product. The product is: [C:39]([C@@H:35]1[CH2:36][CH2:37][CH2:38][N:34]1[C:32](=[O:33])[CH2:31][NH:30][C:12]([C:5]1[C:4]2[C:9](=[CH:10][CH:11]=[C:2]([F:1])[CH:3]=2)[N:8]=[CH:7][CH:6]=1)=[O:14])#[N:40]. (8) Given the reactants [NH2:1][C:2]1[NH:6][CH:5]=[N:4][C:3]=1[C:7](N)=[O:8].[CH2:10]([OH:12])[CH3:11], predict the reaction product. The product is: [CH2:10]([O:12][C:7]([C:3]1[N:4]=[CH:5][NH:6][C:2]=1[NH2:1])=[O:8])[CH3:11]. (9) Given the reactants [Br:1][C:2]1[CH:7]=[CH:6][C:5]([CH:8]([C:14]2[CH:19]=[CH:18][C:17]([Br:20])=[CH:16][CH:15]=2)[S:9][CH2:10][C:11]([OH:13])=O)=[CH:4][CH:3]=1.[C:21]1([CH2:27][CH2:28][CH2:29][CH2:30][NH2:31])[CH:26]=[CH:25][CH:24]=[CH:23][CH:22]=1, predict the reaction product. The product is: [Br:20][C:17]1[CH:18]=[CH:19][C:14]([CH:8]([C:5]2[CH:4]=[CH:3][C:2]([Br:1])=[CH:7][CH:6]=2)[S:9][CH2:10][C:11]([NH:31][CH2:30][CH2:29][CH2:28][CH2:27][C:21]2[CH:26]=[CH:25][CH:24]=[CH:23][CH:22]=2)=[O:13])=[CH:15][CH:16]=1. (10) Given the reactants [CH2:1]([OH:8])[C:2]1[CH:7]=[CH:6][CH:5]=[CH:4][CH:3]=1.[H-].[Na+].Cl[C:12]1[CH:13]=[CH:14][C:15]2[CH2:16][N:17]([C:23]([O:25][C:26]([CH3:29])([CH3:28])[CH3:27])=[O:24])[CH2:18][CH2:19][O:20][C:21]=2[N:22]=1.O, predict the reaction product. The product is: [CH2:1]([O:8][C:12]1[CH:13]=[CH:14][C:15]2[CH2:16][N:17]([C:23]([O:25][C:26]([CH3:29])([CH3:28])[CH3:27])=[O:24])[CH2:18][CH2:19][O:20][C:21]=2[N:22]=1)[C:2]1[CH:7]=[CH:6][CH:5]=[CH:4][CH:3]=1.